Dataset: Full USPTO retrosynthesis dataset with 1.9M reactions from patents (1976-2016). Task: Predict the reactants needed to synthesize the given product. (1) Given the product [CH:1]1([N:5]2[CH2:10][CH2:9][N:8]([C:11](=[O:29])[CH2:12][N:13]3[CH2:14][CH2:15][NH:16][CH2:17][CH2:18]3)[CH2:7][CH2:6]2)[CH2:2][CH2:3][CH2:4]1, predict the reactants needed to synthesize it. The reactants are: [CH:1]1([N:5]2[CH2:10][CH2:9][N:8]([C:11](=[O:29])[CH2:12][N:13]3[CH2:18][CH2:17][N:16](C(OCC4C=CC=CC=4)=O)[CH2:15][CH2:14]3)[CH2:7][CH2:6]2)[CH2:4][CH2:3][CH2:2]1. (2) Given the product [CH2:1]([O:8][C:9](=[O:24])[NH:10][C:11]1[CH:12]=[C:13]2[C:18](=[CH:19][C:20]=1[O:21][CH3:22])[N:17]=[CH:16][CH:15]=[C:14]2[O:35][C:28]1[CH:29]=[CH:30][C:31]([N+:32]([O-:34])=[O:33])=[C:26]([F:25])[CH:27]=1)[C:2]1[CH:7]=[CH:6][CH:5]=[CH:4][CH:3]=1, predict the reactants needed to synthesize it. The reactants are: [CH2:1]([O:8][C:9](=[O:24])[NH:10][C:11]1[CH:12]=[C:13]2[C:18](=[CH:19][C:20]=1[O:21][CH3:22])[N:17]=[CH:16][CH:15]=[C:14]2Cl)[C:2]1[CH:7]=[CH:6][CH:5]=[CH:4][CH:3]=1.[F:25][C:26]1[CH:27]=[C:28]([OH:35])[CH:29]=[CH:30][C:31]=1[N+:32]([O-:34])=[O:33].C(N(CC)C(C)C)(C)C.C(=O)(O)[O-].[Na+]. (3) Given the product [OH:29][C@H:28]([C:27]1[C:19]([CH3:18])=[C:20]2[C:24](=[CH:25][CH:26]=1)[C:23](=[O:31])[O:22][CH2:21]2)[CH2:30][N:7]1[CH2:6][CH2:5][C:4]2([CH2:3][N:2]([C:10]3[CH:11]=[CH:12][C:13]([C:16]#[N:17])=[CH:14][N:15]=3)[CH2:1]2)[CH2:9][CH2:8]1, predict the reactants needed to synthesize it. The reactants are: [CH2:1]1[C:4]2([CH2:9][CH2:8][NH:7][CH2:6][CH2:5]2)[CH2:3][N:2]1[C:10]1[N:15]=[CH:14][C:13]([C:16]#[N:17])=[CH:12][CH:11]=1.[CH3:18][C:19]1[C:27]([C@@H:28]2[CH2:30][O:29]2)=[CH:26][CH:25]=[C:24]2[C:20]=1[CH2:21][O:22][C:23]2=[O:31]. (4) Given the product [CH2:32]([O:39][C:40]1[CH:45]=[CH:44][CH:43]=[CH:42][C:41]=1[C:16]1[CH:15]=[CH:14][C:13]([O:12][CH2:11][C:8]2[S:9][CH:10]=[C:6]([C:4]([OH:3])=[O:5])[N:7]=2)=[CH:18][CH:17]=1)[C:33]1[CH:38]=[CH:37][CH:36]=[CH:35][CH:34]=1, predict the reactants needed to synthesize it. The reactants are: C([O:3][C:4]([C:6]1[N:7]=[C:8]([CH2:11][O:12][C:13]2[CH:18]=[CH:17][C:16](I)=[CH:15][CH:14]=2)[S:9][CH:10]=1)=[O:5])C.O1CCOCC1.C(=O)([O-])[O-].[K+].[K+].[CH2:32]([O:39][C:40]1[CH:45]=[CH:44][CH:43]=[CH:42][C:41]=1B(O)O)[C:33]1[CH:38]=[CH:37][CH:36]=[CH:35][CH:34]=1. (5) Given the product [N:1]([CH2:4][CH2:5][O:6][CH2:7][CH2:8][O:9][CH2:10][CH2:11][O:12][CH2:13][CH2:14][NH:15][C:21](=[O:22])[O:20][C:17]([CH3:19])([CH3:18])[CH3:16])=[N+:2]=[N-:3], predict the reactants needed to synthesize it. The reactants are: [N:1]([CH2:4][CH2:5][O:6][CH2:7][CH2:8][O:9][CH2:10][CH2:11][O:12][CH2:13][CH2:14][NH2:15])=[N+:2]=[N-:3].[CH3:16][C:17]([O:20][C:21](O[C:21]([O:20][C:17]([CH3:19])([CH3:18])[CH3:16])=[O:22])=[O:22])([CH3:19])[CH3:18].